This data is from Reaction yield outcomes from USPTO patents with 853,638 reactions. The task is: Predict the reaction yield, written as a fraction of the theoretical maximum amount of product (1.0 means a 100% yield; for example, 0.34 means a 34% yield). (1) The reactants are CS(C)=O.[CH3:5][O:6][C:7]([N:9]1[CH2:14][CH2:13][CH:12]([O:15][C:16](=[O:44])[NH:17][C:18]2([C:24]([NH:26][C@@H:27]([CH:41]([CH3:43])[CH3:42])[C@H:28]([OH:40])[C:29]([NH:31][C@H:32]3[CH2:38][CH2:37][CH2:36][CH2:35][NH:34][C:33]3=[O:39])=[O:30])=[O:25])[CH2:23][CH2:22][CH2:21][CH2:20][CH2:19]2)[CH2:11][CH2:10]1)=[O:8].I(C1C=CC=CC=1C(O)=O)(=O)=O.S([O-])([O-])(=O)=S.[Na+].[Na+]. The catalyst is O.C(OCC)(=O)C. The product is [CH3:5][O:6][C:7]([N:9]1[CH2:14][CH2:13][CH:12]([O:15][C:16](=[O:44])[NH:17][C:18]2([C:24]([NH:26][C@@H:27]([CH:41]([CH3:42])[CH3:43])[C:28](=[O:40])[C:29]([NH:31][C@H:32]3[CH2:38][CH2:37][CH2:36][CH2:35][NH:34][C:33]3=[O:39])=[O:30])=[O:25])[CH2:19][CH2:20][CH2:21][CH2:22][CH2:23]2)[CH2:11][CH2:10]1)=[O:8]. The yield is 0.650. (2) The reactants are [NH2:1][C:2]1[CH:7]=[CH:6][C:5](/[CH:8]=[C:9](\[CH3:15])/[C:10]([O:12][CH2:13][CH3:14])=[O:11])=[CH:4][CH:3]=1.[CH3:16][Si:17]([CH3:46])([CH3:45])[C:18]1[CH:19]=[C:20]([CH:38]=[C:39]([Si:41]([CH3:44])([CH3:43])[CH3:42])[CH:40]=1)[C:21](NC1C=CC(C=CC(OCC)=O)=C(F)C=1)=[O:22]. No catalyst specified. The product is [CH3:42][Si:41]([CH3:44])([CH3:43])[C:39]1[CH:38]=[C:20]([CH:19]=[C:18]([Si:17]([CH3:46])([CH3:45])[CH3:16])[CH:40]=1)[C:21]([NH:1][C:2]1[CH:3]=[CH:4][C:5](/[CH:8]=[C:9](\[CH3:15])/[C:10]([O:12][CH2:13][CH3:14])=[O:11])=[CH:6][CH:7]=1)=[O:22]. The yield is 0.270. (3) The product is [CH2:19]([O:18][C:16](=[O:17])[CH:15]([CH2:21][C:22]1[CH:23]=[CH:24][CH:25]=[CH:26][CH:27]=1)[CH2:14][NH:35][CH2:34][C:33]1[CH:36]=[CH:37][C:30]([F:29])=[CH:31][CH:32]=1)[CH3:20]. The catalyst is C1(C)C=CC=CC=1.ClCCl.C(O)C.C(O)(=O)C. The yield is 0.440. The reactants are [H-].C([Al+]CC(C)C)C(C)C.C(O[C:14](=O)[CH:15]([CH2:21][C:22]1[CH:27]=[CH:26][CH:25]=[CH:24][CH:23]=1)[C:16]([O:18][CH2:19][CH3:20])=[O:17])C.[F:29][C:30]1[CH:37]=[CH:36][C:33]([CH2:34][NH2:35])=[CH:32][CH:31]=1.C([BH3-])#N.[Na+].